From a dataset of TCR-epitope binding with 47,182 pairs between 192 epitopes and 23,139 TCRs. Binary Classification. Given a T-cell receptor sequence (or CDR3 region) and an epitope sequence, predict whether binding occurs between them. (1) The epitope is RQLLFVVEV. The TCR CDR3 sequence is CASSQYMNTEAFF. Result: 1 (the TCR binds to the epitope). (2) The TCR CDR3 sequence is CASSPDRELTQYF. Result: 1 (the TCR binds to the epitope). The epitope is SFHSLHLLF.